This data is from Catalyst prediction with 721,799 reactions and 888 catalyst types from USPTO. The task is: Predict which catalyst facilitates the given reaction. (1) Reactant: [CH3:1][N:2]([C@@H:10]([CH3:34])[C:11]([NH:13][C@H:14]1[C@H:20]([CH3:21])[N:19]([C:22](=[O:28])[CH2:23][S:24]([CH3:27])(=[O:26])=[O:25])[C:18]2[CH:29]=[CH:30][CH:31]=[CH:32][C:17]=2[NH:16][C:15]1=[O:33])=[O:12])[C:3](=[O:9])[O:4][C:5]([CH3:8])([CH3:7])[CH3:6].[Br:35][C:36]1[CH:45]=[CH:44][CH:43]=[C:42]2[C:37]=1[CH:38]=[CH:39][C:40]([O:48][CH3:49])=[C:41]2[CH2:46]Cl.C(=O)([O-])[O-].[Cs+].[Cs+].[I-].[Na+]. Product: [Br:35][C:36]1[CH:45]=[CH:44][CH:43]=[C:42]2[C:37]=1[CH:38]=[CH:39][C:40]([O:48][CH3:49])=[C:41]2[CH2:46][N:16]1[C:15](=[O:33])[C@@H:14]([NH:13][C:11](=[O:12])[C@@H:10]([N:2]([CH3:1])[C:3](=[O:9])[O:4][C:5]([CH3:6])([CH3:7])[CH3:8])[CH3:34])[C@H:20]([CH3:21])[N:19]([C:22](=[O:28])[CH2:23][S:24]([CH3:27])(=[O:25])=[O:26])[C:18]2[CH:29]=[CH:30][CH:31]=[CH:32][C:17]1=2. The catalyst class is: 31. (2) Reactant: Br[C:2]1[CH:3]=[C:4]2[C:10]([C:11]3[CH:12]=[CH:13][C:14]([OH:17])=[N:15][CH:16]=3)=[CH:9][NH:8][C:5]2=[N:6][CH:7]=1.[CH3:18][O:19][C:20]1[CH:25]=[CH:24][C:23]([CH2:26][O:27][C:28]2[CH:33]=[CH:32][C:31](B(O)O)=[CH:30][C:29]=2[O:37][CH3:38])=[CH:22][CH:21]=1.C(#N)C.C(=O)([O-])[O-].[Na+].[Na+]. Product: [CH3:38][O:37][C:29]1[CH:30]=[C:31]([C:2]2[CH:3]=[C:4]3[C:10]([C:11]4[CH:12]=[CH:13][C:14]([OH:17])=[N:15][CH:16]=4)=[CH:9][NH:8][C:5]3=[N:6][CH:7]=2)[CH:32]=[CH:33][C:28]=1[O:27][CH2:26][C:23]1[CH:22]=[CH:21][C:20]([O:19][CH3:18])=[CH:25][CH:24]=1. The catalyst class is: 6. (3) Reactant: [Cl:1][C:2]1[CH:3]=[CH:4][C:5]([O:19][CH2:20][C:21]2[CH:26]=[CH:25][CH:24]=[CH:23][CH:22]=2)=[C:6]([C:8]2[S:9][CH:10]=[C:11]([CH2:13][C:14]([O:16][CH2:17][CH3:18])=[O:15])[N:12]=2)[CH:7]=1.[CH:27]([N-]C(C)C)(C)C.[Li+].CCCCCCC.O1CCCC1.C(C1C=CC=CC=1)C.CI. Product: [Cl:1][C:2]1[CH:3]=[CH:4][C:5]([O:19][CH2:20][C:21]2[CH:22]=[CH:23][CH:24]=[CH:25][CH:26]=2)=[C:6]([C:8]2[S:9][CH:10]=[C:11]([CH:13]([CH3:27])[C:14]([O:16][CH2:17][CH3:18])=[O:15])[N:12]=2)[CH:7]=1. The catalyst class is: 7. (4) Reactant: Cl[C:2]1[C:3]2[C:10]([C:11]([F:14])([F:13])[F:12])=[CH:9][N:8]([CH2:15][CH:16]3[CH2:21][CH2:20][N:19]([S:22]([CH3:25])(=[O:24])=[O:23])[CH2:18][CH2:17]3)[C:4]=2[N:5]=[CH:6][N:7]=1.[F-:26].[K+]. Product: [F:26][C:2]1[C:3]2[C:10]([C:11]([F:14])([F:13])[F:12])=[CH:9][N:8]([CH2:15][CH:16]3[CH2:21][CH2:20][N:19]([S:22]([CH3:25])(=[O:24])=[O:23])[CH2:18][CH2:17]3)[C:4]=2[N:5]=[CH:6][N:7]=1. The catalyst class is: 16. (5) Reactant: C[O:2][C:3]([C:5]1[CH:6]=[C:7]([C:21]2[CH:26]=[CH:25][C:24]([CH3:27])=[CH:23][CH:22]=2)[CH:8]=[C:9]([N:11]2[C:15]3[CH:16]=[CH:17][CH:18]=[CH:19][C:14]=3[O:13][C:12]2=[O:20])[CH:10]=1)=[O:4].[Li+].[OH-]. Product: [CH3:27][C:24]1[CH:23]=[CH:22][C:21]([C:7]2[CH:8]=[C:9]([N:11]3[C:15]4[CH:16]=[CH:17][CH:18]=[CH:19][C:14]=4[O:13][C:12]3=[O:20])[CH:10]=[C:5]([C:3]([OH:4])=[O:2])[CH:6]=2)=[CH:26][CH:25]=1. The catalyst class is: 3. (6) Reactant: [OH:1][C:2]1[C:12]([CH:13]([CH3:15])[CH3:14])=[CH:11][C:10]([CH:16]([CH3:18])[CH3:17])=[CH:9][C:3]=1[C:4]([O:6][CH2:7][CH3:8])=[O:5].[H-].[Na+].I[CH2:22][CH2:23][CH2:24][CH2:25][CH2:26][CH3:27]. Product: [CH2:22]([O:1][C:2]1[C:12]([CH:13]([CH3:15])[CH3:14])=[CH:11][C:10]([CH:16]([CH3:17])[CH3:18])=[CH:9][C:3]=1[C:4]([O:6][CH2:7][CH3:8])=[O:5])[CH2:23][CH2:24][CH2:25][CH2:26][CH3:27]. The catalyst class is: 3. (7) Reactant: C[O-].[Na+].[Na].C([O:13][C@@H:14]1[C@H:18]([O:19]C(=O)C2C=CC=CC=2)[C@@H:17]([CH2:28][O:29]C(=O)C2C=CC=CC=2)[O:16][C@H:15]1[N:38]1[C:42]2[C:43](=[NH:50])[NH:44][C:45](=[NH:49])[NH:46][C:47](=[NH:48])[C:41]=2[N:40]=[CH:39]1)(=O)C1C=CC=CC=1.Cl. Product: [NH:48]=[C:47]1[NH:46][C:45](=[NH:49])[NH:44][C:43](=[NH:50])[C:42]2[N:38]([C@@H:15]3[O:16][C@H:17]([CH2:28][OH:29])[C@@H:18]([OH:19])[C@H:14]3[OH:13])[CH:39]=[N:40][C:41]1=2. The catalyst class is: 254. (8) The catalyst class is: 11. Reactant: [Br:1][C:2]1[C:3]([CH3:33])=[C:4]([C:23]2[CH:28]=[CH:27][CH:26]=[C:25]([C:29]([F:32])([F:31])[F:30])[CH:24]=2)[C:5]([NH:8][C:9](=[N:21]O)[CH2:10][C:11]2[CH:16]=[CH:15][C:14]([S:17]([CH3:20])(=[O:19])=[O:18])=[CH:13][CH:12]=2)=[N:6][CH:7]=1.N1C=CC=CC=1.C1(C)C=CC(S(Cl)(=O)=O)=CC=1.C(=O)([O-])O.[Na+]. Product: [Br:1][C:2]1[C:3]([CH3:33])=[C:4]([C:23]2[CH:28]=[CH:27][CH:26]=[C:25]([C:29]([F:32])([F:31])[F:30])[CH:24]=2)[C:5]2[N:6]([N:21]=[C:9]([CH2:10][C:11]3[CH:16]=[CH:15][C:14]([S:17]([CH3:20])(=[O:19])=[O:18])=[CH:13][CH:12]=3)[N:8]=2)[CH:7]=1.